From a dataset of NCI-60 drug combinations with 297,098 pairs across 59 cell lines. Regression. Given two drug SMILES strings and cell line genomic features, predict the synergy score measuring deviation from expected non-interaction effect. Cell line: NCI-H460. Drug 2: CC12CCC3C(C1CCC2OP(=O)(O)O)CCC4=C3C=CC(=C4)OC(=O)N(CCCl)CCCl.[Na+]. Synergy scores: CSS=24.6, Synergy_ZIP=-3.78, Synergy_Bliss=0.543, Synergy_Loewe=-2.67, Synergy_HSA=0.464. Drug 1: CC1CCC2CC(C(=CC=CC=CC(CC(C(=O)C(C(C(=CC(C(=O)CC(OC(=O)C3CCCCN3C(=O)C(=O)C1(O2)O)C(C)CC4CCC(C(C4)OC)O)C)C)O)OC)C)C)C)OC.